From a dataset of Full USPTO retrosynthesis dataset with 1.9M reactions from patents (1976-2016). Predict the reactants needed to synthesize the given product. (1) Given the product [CH3:31][N:32]1[CH:36]=[C:35]([C:2]2[N:7]=[C:6]([NH:8][CH2:9][C:10]3[CH:11]=[C:12]4[C:17](=[CH:18][CH:19]=3)[N:16]=[CH:15][CH:14]=[CH:13]4)[C:5]([N+:20]([O-:22])=[O:21])=[C:4]([NH:23][C:24](=[O:30])[O:25][C:26]([CH3:27])([CH3:29])[CH3:28])[CH:3]=2)[CH:34]=[N:33]1, predict the reactants needed to synthesize it. The reactants are: Cl[C:2]1[N:7]=[C:6]([NH:8][CH2:9][C:10]2[CH:11]=[C:12]3[C:17](=[CH:18][CH:19]=2)[N:16]=[CH:15][CH:14]=[CH:13]3)[C:5]([N+:20]([O-:22])=[O:21])=[C:4]([NH:23][C:24](=[O:30])[O:25][C:26]([CH3:29])([CH3:28])[CH3:27])[CH:3]=1.[CH3:31][N:32]1[CH:36]=[C:35](B2OC(C)(C)C(C)(C)O2)[CH:34]=[N:33]1.C([O-])([O-])=O.[Na+].[Na+]. (2) Given the product [Cl:20][C:16]1[CH:15]=[C:14]([S:11]([NH:10][C:9]2[CH:8]=[C:7]([CH3:21])[N:6]=[C:5]3[S:22][C:2]([C:31]4[CH:36]=[CH:35][CH:34]=[CH:33][CH:32]=4)=[C:3]([C:23]4[CH:28]=[CH:27][CH:26]=[C:25]([O:29][CH3:30])[CH:24]=4)[C:4]=23)(=[O:13])=[O:12])[CH:19]=[CH:18][CH:17]=1, predict the reactants needed to synthesize it. The reactants are: Br[C:2]1[S:22][C:5]2=[N:6][C:7]([CH3:21])=[CH:8][C:9]([NH:10][S:11]([C:14]3[CH:19]=[CH:18][CH:17]=[C:16]([Cl:20])[CH:15]=3)(=[O:13])=[O:12])=[C:4]2[C:3]=1[C:23]1[CH:28]=[CH:27][CH:26]=[C:25]([O:29][CH3:30])[CH:24]=1.[C:31]1(B(O)O)[CH:36]=[CH:35][CH:34]=[CH:33][CH:32]=1.C(=O)([O-])[O-].[Na+].[Na+].C(Cl)Cl. (3) Given the product [CH2:1]([N:8]1[CH2:12][C@H:11]([C:13]2[CH:18]=[CH:17][C:16]([Cl:19])=[C:15]([F:20])[CH:14]=2)[C@@H:10]([C@@H:21]([O:23][C:27]2[CH:34]=[CH:33][C:30]([C:31]#[N:32])=[CH:29][N:28]=2)[CH3:22])[CH2:9]1)[C:2]1[CH:3]=[CH:4][CH:5]=[CH:6][CH:7]=1, predict the reactants needed to synthesize it. The reactants are: [CH2:1]([N:8]1[CH2:12][C@H:11]([C:13]2[CH:18]=[CH:17][C:16]([Cl:19])=[C:15]([F:20])[CH:14]=2)[C@@H:10]([C@@H:21]([OH:23])[CH3:22])[CH2:9]1)[C:2]1[CH:7]=[CH:6][CH:5]=[CH:4][CH:3]=1.[H-].[Na+].Cl[C:27]1[CH:34]=[CH:33][C:30]([C:31]#[N:32])=[CH:29][N:28]=1. (4) Given the product [CH3:13][O:14][C:15]1[CH:20]=[CH:19][C:18]([O:21][CH3:22])=[CH:17][C:16]=1[C:23]1[S:46][C:45]([NH:47][C:48](=[O:57])[C:49]2[C:54]([F:55])=[CH:53][CH:52]=[CH:51][C:50]=2[F:56])=[N:44][C:24]=1[CH3:2], predict the reactants needed to synthesize it. The reactants are: Cl.[CH3:2]NOC.C(N(CC)CC)C.[CH3:13][O:14][C:15]1[CH:20]=[CH:19][C:18]([O:21][CH3:22])=[CH:17][C:16]=1[CH2:23][C:24](Cl)=O.C[Mg]Br.CCOCC.BrC1C=C(C2[S:46][C:45]([NH:47][C:48](=[O:57])[C:49]3[C:54]([F:55])=[CH:53][CH:52]=[CH:51][C:50]=3[F:56])=[N:44]C=2C)C=CN=1. (5) The reactants are: Br[C:2]1[CH:7]=[CH:6][CH:5]=[CH:4][N:3]=1.C([Li])CCC.[C:13]([C:15]1[CH:20]=[CH:19][C:18]([NH:21][C:22]([C:24]2[C:25]([C:30]3[CH:35]=[CH:34][C:33]([C:36]([F:39])([F:38])[F:37])=[CH:32][CH:31]=3)=[CH:26][CH:27]=[CH:28][CH:29]=2)=[O:23])=[CH:17][CH:16]=1)#N.C(OCC)(=[O:42])C. Given the product [N:3]1[CH:4]=[CH:5][CH:6]=[CH:7][C:2]=1[C:13]([C:15]1[CH:20]=[CH:19][C:18]([NH:21][C:22]([C:24]2[C:25]([C:30]3[CH:35]=[CH:34][C:33]([C:36]([F:39])([F:38])[F:37])=[CH:32][CH:31]=3)=[CH:26][CH:27]=[CH:28][CH:29]=2)=[O:23])=[CH:17][CH:16]=1)=[O:42], predict the reactants needed to synthesize it. (6) Given the product [C:20]([C:17]([C:13]1[CH:12]=[C:11]([CH:16]=[CH:15][CH:14]=1)[C:10]([N:9]([C:4]1[CH:5]=[CH:6][C:7]([CH3:8])=[C:2]([N:38]2[CH2:37][C:36]3[C:40](=[CH:41][C:33]([O:32][CH3:31])=[CH:34][CH:35]=3)[C:39]2=[O:42])[CH:3]=1)[CH2:23][O:24][CH2:25][CH2:26][Si:27]([CH3:30])([CH3:29])[CH3:28])=[O:22])([CH3:19])[CH3:18])#[N:21], predict the reactants needed to synthesize it. The reactants are: Br[C:2]1[CH:3]=[C:4]([N:9]([CH2:23][O:24][CH2:25][CH2:26][Si:27]([CH3:30])([CH3:29])[CH3:28])[C:10](=[O:22])[C:11]2[CH:16]=[CH:15][CH:14]=[C:13]([C:17]([C:20]#[N:21])([CH3:19])[CH3:18])[CH:12]=2)[CH:5]=[CH:6][C:7]=1[CH3:8].[CH3:31][O:32][C:33]1[CH:41]=[C:40]2[C:36]([CH2:37][NH:38][C:39]2=[O:42])=[CH:35][CH:34]=1.CC1(C)C2C(=C(P(C3C=CC=CC=3)C3C=CC=CC=3)C=CC=2)OC2C(P(C3C=CC=CC=3)C3C=CC=CC=3)=CC=CC1=2.[O-]P([O-])([O-])=O.[K+].[K+].[K+]. (7) Given the product [F:15][CH2:14][CH2:13][NH:6][C:5]1[CH:7]=[CH:8][C:2]([F:1])=[CH:3][CH:4]=1, predict the reactants needed to synthesize it. The reactants are: [F:1][C:2]1[CH:8]=[CH:7][C:5]([NH2:6])=[CH:4][CH:3]=1.S(C1C=CC(C)=CC=1)(O[CH2:13][CH2:14][F:15])(=O)=O.